From a dataset of Peptide-MHC class II binding affinity with 134,281 pairs from IEDB. Regression. Given a peptide amino acid sequence and an MHC pseudo amino acid sequence, predict their binding affinity value. This is MHC class II binding data. (1) The binding affinity (normalized) is 0.554. The peptide sequence is CKQDGIMLYICDKQR. The MHC is DRB1_0101 with pseudo-sequence DRB1_0101. (2) The peptide sequence is HSNWRAMASDFNLPP. The MHC is DRB1_0802 with pseudo-sequence DRB1_0802. The binding affinity (normalized) is 0.299.